From a dataset of Forward reaction prediction with 1.9M reactions from USPTO patents (1976-2016). Predict the product of the given reaction. (1) Given the reactants [Cl:1][C:2]1[N:10]=[C:9]2[C:5]([N:6]=[CH:7][N:8]2[CH:11]([CH3:13])[CH3:12])=[C:4](Cl)[N:3]=1.[CH3:15][N:16]1[CH2:21][CH2:20][N:19]([C:22]2[CH:28]=[CH:27][C:25]([NH2:26])=[CH:24][CH:23]=2)[CH2:18][CH2:17]1.C(O)(C(F)(F)F)=O.C([O-])(O)=O.[Na+], predict the reaction product. The product is: [Cl:1][C:2]1[N:10]=[C:9]2[C:5]([N:6]=[CH:7][N:8]2[CH:11]([CH3:13])[CH3:12])=[C:4]([NH:26][C:25]2[CH:24]=[CH:23][C:22]([N:19]3[CH2:18][CH2:17][N:16]([CH3:15])[CH2:21][CH2:20]3)=[CH:28][CH:27]=2)[N:3]=1. (2) The product is: [CH3:14][N:15]([CH3:19])[CH2:16][CH2:17][NH:8][C:7]1[CH:9]=[CH:10][C:4]([N+:1]([O-:3])=[O:2])=[CH:5][CH:6]=1. Given the reactants [N+:1]([C:4]1[CH:10]=[CH:9][C:7]([NH2:8])=[CH:6][CH:5]=1)([O-:3])=[O:2].[H-].[Na+].Cl.[CH3:14][N:15]([CH3:19])[CH2:16][CH2:17]Cl, predict the reaction product. (3) Given the reactants [Cl:1][C:2]1[CH:3]=[C:4]2[C:8](=[C:9]([C:11]([O:13][CH3:14])=[O:12])[CH:10]=1)[N:7]([CH2:15][CH:16](OC)[O:17]C)[CH:6]=[C:5]2[CH3:21].Cl, predict the reaction product. The product is: [Cl:1][C:2]1[CH:3]=[C:4]2[C:8](=[C:9]([C:11]([O:13][CH3:14])=[O:12])[CH:10]=1)[N:7]([CH2:15][CH:16]=[O:17])[CH:6]=[C:5]2[CH3:21]. (4) Given the reactants [NH2:1][CH2:2][CH:3]1[CH2:8][CH2:7][C:6]2[C:9]3[C:14]([NH:15][C:16]4[CH:25]=[CH:24][C:19]5[NH:20][C:21](=[O:23])[S:22][C:18]=5[CH:17]=4)=[N:13][CH:12]=[N:11][C:10]=3[S:26][C:5]=2[CH2:4]1.[N:27]([CH:30]([CH3:32])[CH3:31])=[C:28]=[O:29], predict the reaction product. The product is: [O:23]=[C:21]1[NH:20][C:19]2[CH:24]=[CH:25][C:16]([NH:15][C:14]3[C:9]4[C:6]5[CH2:7][CH2:8][CH:3]([CH2:2][NH:1][C:28]([NH:27][CH:30]([CH3:32])[CH3:31])=[O:29])[CH2:4][C:5]=5[S:26][C:10]=4[N:11]=[CH:12][N:13]=3)=[CH:17][C:18]=2[S:22]1. (5) Given the reactants [N+:1]([C:4]1[CH:9]=[C:8]([C:10]([F:13])([F:12])[F:11])[C:7]([O:14][CH2:15][C:16]([F:19])([F:18])[F:17])=[CH:6][C:5]=1[NH2:20])([O-:3])=[O:2].ClC1C(C(F)(F)F)=CC([N+]([O-])=O)=C(N)C=1.FC(F)(F)CO.[OH-].[K+].[CH3:44][C:45]([O:48][C:49](O[C:49]([O:48][C:45]([CH3:47])([CH3:46])[CH3:44])=[O:50])=[O:50])([CH3:47])[CH3:46].C(O)(C(F)(F)F)=O, predict the reaction product. The product is: [C:45]([O:48][C:49](=[O:50])[NH:20][C:5]1[CH:6]=[C:7]([O:14][CH2:15][C:16]([F:17])([F:18])[F:19])[C:8]([C:10]([F:11])([F:12])[F:13])=[CH:9][C:4]=1[N+:1]([O-:3])=[O:2])([CH3:47])([CH3:46])[CH3:44].